This data is from Full USPTO retrosynthesis dataset with 1.9M reactions from patents (1976-2016). The task is: Predict the reactants needed to synthesize the given product. Given the product [CH3:1][C:2]1[N:7]=[C:6]([NH:8][C:9]2[C:14]([CH3:15])=[CH:13][C:12]([CH3:16])=[CH:11][C:10]=2[CH3:17])[C:5]([S:18]([C:21]2[CH:26]=[CH:25][C:24]([CH3:35])=[CH:23][CH:22]=2)(=[O:20])=[O:19])=[CH:4][N:3]=1, predict the reactants needed to synthesize it. The reactants are: [CH3:1][C:2]1[N:7]=[C:6]([NH:8][C:9]2[C:14]([CH3:15])=[CH:13][C:12]([CH3:16])=[CH:11][C:10]=2[CH3:17])[C:5]([S:18]([C:21]2[CH:26]=[CH:25][C:24](OS(C(F)(F)F)(=O)=O)=[CH:23][CH:22]=2)(=[O:20])=[O:19])=[CH:4][N:3]=1.[CH3:35]B(O)O.C([O-])([O-])=O.[Na+].[Na+].C1(P(C2C=CC=CC=2)C2C=CC=CC=2)C=CC=CC=1.